The task is: Predict the reactants needed to synthesize the given product.. This data is from Full USPTO retrosynthesis dataset with 1.9M reactions from patents (1976-2016). (1) Given the product [CH2:19]([O:26][C:27](=[O:67])[N:28]([CH2:64][CH:65]=[CH2:66])[C:29]1[C:34](=[O:35])[N:33]2[C@@H:36]([C:41](=[O:63])[NH:42][CH2:43][C:44]3[CH:49]=[CH:48][C:47]([C:50]([NH:52][C:53]([O:55][CH2:56][C:57]4[CH:58]=[CH:59][CH:60]=[CH:61][CH:62]=4)=[O:54])=[NH:51])=[CH:46][CH:45]=3)[CH2:37][C@@:38]([NH:40][CH:16]=[O:17])([CH3:39])[C:32]2=[N:31][CH:30]=1)[C:20]1[CH:25]=[CH:24][CH:23]=[CH:22][CH:21]=1, predict the reactants needed to synthesize it. The reactants are: C1CCC(N=C=NC2CCCCC2)CC1.[CH:16](O)=[O:17].[CH2:19]([O:26][C:27](=[O:67])[N:28]([CH2:64][CH:65]=[CH2:66])[C:29]1[C:34](=[O:35])[N:33]2[C@H:36]([C:41](=[O:63])[NH:42][CH2:43][C:44]3[CH:49]=[CH:48][C:47]([C:50]([NH:52][C:53]([O:55][CH2:56][C:57]4[CH:62]=[CH:61][CH:60]=[CH:59][CH:58]=4)=[O:54])=[NH:51])=[CH:46][CH:45]=3)[CH2:37][C@:38]([NH2:40])([CH3:39])[C:32]2=[N:31][CH:30]=1)[C:20]1[CH:25]=[CH:24][CH:23]=[CH:22][CH:21]=1.N1C=CC=CC=1. (2) Given the product [Cl:1][C:2]1[CH:7]=[CH:6][C:5]([CH:8]([C:26]2[CH:27]=[CH:28][C:29]([Cl:32])=[CH:30][CH:31]=2)[C:9]2[CH:10]=[C:11]3[C:16](=[CH:17][CH:18]=2)[N:15]=[N:14][CH:13]=[C:12]3[NH:19][CH:20]2[CH2:21][CH2:22][N:23]([CH2:34][CH2:35][C:36]3[CH:37]=[C:38]([CH:43]=[CH:44][CH:45]=3)[C:39]([O:41][CH3:42])=[O:40])[CH2:24][CH2:25]2)=[CH:4][CH:3]=1, predict the reactants needed to synthesize it. The reactants are: [Cl:1][C:2]1[CH:7]=[CH:6][C:5]([CH:8]([C:26]2[CH:31]=[CH:30][C:29]([Cl:32])=[CH:28][CH:27]=2)[C:9]2[CH:10]=[C:11]3[C:16](=[CH:17][CH:18]=2)[N:15]=[N:14][CH:13]=[C:12]3[NH:19][CH:20]2[CH2:25][CH2:24][NH:23][CH2:22][CH2:21]2)=[CH:4][CH:3]=1.O=[CH:34][CH2:35][C:36]1[CH:37]=[C:38]([CH:43]=[CH:44][CH:45]=1)[C:39]([O:41][CH3:42])=[O:40].CC(O)=O.[BH3-]C#N.[Na+]. (3) The reactants are: Br[CH2:2][CH3:3].[O:4]1[C:12]2[C:7](=[N:8][CH:9]=[CH:10][CH:11]=2)[N:6]=[C:5]1[C:13]1[C:14]([NH2:30])=[N:15][CH:16]=[C:17]([C:19]2[CH:20]=[N:21][N:22]([CH:24]3[CH2:29][CH2:28][NH:27][CH2:26][CH2:25]3)[CH:23]=2)[CH:18]=1.C(=O)([O-])[O-].[K+].[K+]. Given the product [CH2:2]([N:27]1[CH2:26][CH2:25][CH:24]([N:22]2[CH:23]=[C:19]([C:17]3[CH:18]=[C:13]([C:5]4[O:4][C:12]5[C:7]([N:6]=4)=[N:8][CH:9]=[CH:10][CH:11]=5)[C:14]([NH2:30])=[N:15][CH:16]=3)[CH:20]=[N:21]2)[CH2:29][CH2:28]1)[CH3:3], predict the reactants needed to synthesize it. (4) The reactants are: [C:1]([CH2:3][CH:4]([OH:16])[CH2:5][C:6](=[O:15])[CH2:7][C:8]([O:10][C:11]([CH3:14])([CH3:13])[CH3:12])=[O:9])#[N:2].[BH4-].[Na+]. Given the product [C:1]([CH2:3][CH:4]([OH:16])[CH2:5][CH:6]([OH:15])[CH2:7][C:8]([O:10][C:11]([CH3:12])([CH3:14])[CH3:13])=[O:9])#[N:2], predict the reactants needed to synthesize it. (5) Given the product [Cl:1][C:2]1[CH:7]=[CH:6][C:5]([C:8]2[CH:12]=[C:11]([O:13][CH:19]([F:21])[F:20])[N:10]([CH3:14])[N:9]=2)=[C:4]([F:15])[CH:3]=1, predict the reactants needed to synthesize it. The reactants are: [Cl:1][C:2]1[CH:7]=[CH:6][C:5]([C:8]2[CH:12]=[C:11]([OH:13])[N:10]([CH3:14])[N:9]=2)=[C:4]([F:15])[CH:3]=1.[OH-].[Na+].Cl[CH:19]([F:21])[F:20]. (6) Given the product [F:1][C:2]1[CH:9]=[C:8]([C:10]([F:13])([F:12])[F:11])[CH:7]=[CH:6][C:3]=1[CH:4]=[CH:15][C:16]([OH:18])=[O:17], predict the reactants needed to synthesize it. The reactants are: [F:1][C:2]1[CH:9]=[C:8]([C:10]([F:13])([F:12])[F:11])[CH:7]=[CH:6][C:3]=1[CH:4]=O.C(O)(=O)[CH2:15][C:16]([OH:18])=[O:17]. (7) Given the product [C:1]([O:5][C:6](=[O:18])[NH:7][C:8]1([C:11]2[CH:12]=[CH:13][N:14]=[CH:15][N:21]=2)[CH2:10][CH2:9]1)([CH3:4])([CH3:3])[CH3:2], predict the reactants needed to synthesize it. The reactants are: [C:1]([O:5][C:6](=[O:18])[NH:7][C:8]1([C:11](=O)/[CH:12]=[CH:13]/[N:14](C)[CH3:15])[CH2:10][CH2:9]1)([CH3:4])([CH3:3])[CH3:2].C([N:21](CC)CC)C.Cl.C(N)=N.